From a dataset of Experimentally validated miRNA-target interactions with 360,000+ pairs, plus equal number of negative samples. Binary Classification. Given a miRNA mature sequence and a target amino acid sequence, predict their likelihood of interaction. (1) The miRNA is mmu-miR-292b-5p with sequence ACUCAAAACCUGGCGGCACUUUU. The protein sequence of the target gene is MARLADYFIVVGYDHEKPGSGEGLGKIIQRFPQKDWDDTPFPQGIELFCQPGGWQLSRERKQPTFFVVVLTDIDSDRHYCSCLTFYEAEINLQGTKKEEIEGEAKVSGLIQPAEVFAPKSLVLVSRLYYPEIFRACLGLIYTVYVDSLNVSLESLIANLCACLVPAAGGSQKLFSLGAGDRQLIQTPLHDSLPITGTSVALLFQQLGIQNVLSLFCAVLTENKVLFHSASFQRLSDACRALESLMFPLKYSYPYIPILPAQLLEVLSSPTPFIIGVHSVFKTDVHELLDVIIADLDGGTI.... Result: 0 (no interaction). (2) The miRNA is mmu-miR-3101-5p with sequence GGUACCAUUGACUAAAGCUAG. The protein sequence of the target gene is MAHLKINGLVQIRSTNRSKHTRASQWKEAVIEIVERKQKVNLVVSFKLEERRRVFQLGDNVTGVVVSGELGLYHLDLTLRDDTSLLIDKLSSADVEHLKSFLDSSTPCESQQPMEPMSSQDDLESSDPFCGEHQEAACGSLNTTPESGTPLSRKMPLSMSNTTGGQKRGEKQGRKRKTEPSSSSAEVNKDIPKENTPDQKKKSRRYYSRNRGGKAEKAVTLREQEKRSNWKLEPAFNSKSYGRANLDGTILPIATCSDDRDVSIFGLEIITHNGVQSLPDPYLNQLKREGFPNLGNTCYM.... Result: 0 (no interaction). (3) The miRNA is hsa-miR-6831-5p with sequence UAGGUAGAGUGUGAGGAGGAGGUC. Result: 0 (no interaction). The protein sequence of the target gene is MGCTVSAEDKAAAERSKMIDKNLREDGEKAAREVKLLLLGAGESGKSTIVKQMKIIHEDGYSEEECRQYRAVVYSNTIQSIMAIVKAMGNLQIDFADPQRADDARQLFALSCAAEEQGMLPEDLSGVIRRLWADHGVQACFGRSREYQLNDSAAYYLNDLERIAQSDYIPTQQDVLRTRVKTTGIVETHFTFKDLHFKMFDVGGQRSERKKWIHCFEGVTAIIFCVALSAYDLVLAEDEEMNRMHESMKLFDSICNNKWFTDTSIILFLNKKDLFEEKITQSSLTICFPEYTGANKYDEA.... (4) The miRNA is hsa-miR-500a-3p with sequence AUGCACCUGGGCAAGGAUUCUG. The protein sequence of the target gene is MEALIPVINKLQDVFNTVGADIIQLPQIVVVGTQSSGKSSVLESLVGRDLLPRGTGVVTRRPLILQLVHVSPEDKRKTTGEENGKFQSWRVEAEEWGKFLHTKNKLYTDFDEIRQEIENETERISGNNKGVSPEPIHLKVFSPNVVNLTLVDLPGMTKVPVGDQPKDIELQIRELILRFISNPNSIILAVTAANTDMATSEALKISREVDPDGRRTLAVITKLDLMDAGTDAMDVLMGRVIPVKLGIIGVVNRSQLDINNKKSVTDSIRDEYAFLQKKYPSLANRNGTKYLARTLNRLLM.... Result: 0 (no interaction). (5) The miRNA is mmu-miR-590-3p with sequence UAAUUUUAUGUAUAAGCUAGU. The protein sequence of the target gene is MAPAAASGGSTLPSGFSVFTTFPDLLFVCEFVFGGLVWILIASSLVPLPLAQGWVMFVSVFCFVATTSLMILYIIGTHGGETSWITLDAAYHCVAALFYLSASVLEALATISMFDGFTYKHYHENIAAVVFAYVVTLIYVVHAVFSLIRWKSS. Result: 1 (interaction).